This data is from Full USPTO retrosynthesis dataset with 1.9M reactions from patents (1976-2016). The task is: Predict the reactants needed to synthesize the given product. (1) Given the product [CH3:28][C:29]([CH3:36])([CH3:35])[CH2:30][C:31]1[N:7]=[C:6]([C:8]2[CH:9]=[C:10]3[C:14](=[CH:15][CH:16]=2)[NH:13][N:12]=[C:11]3[C:17]2[CH:26]=[CH:25][C:24]3[C:19](=[CH:20][CH:21]=[C:22]([F:27])[CH:23]=3)[CH:18]=2)[NH:34][N:33]=1, predict the reactants needed to synthesize it. The reactants are: Cl.Cl.C(O[C:6]([C:8]1[CH:9]=[C:10]2[C:14](=[CH:15][CH:16]=1)[NH:13][N:12]=[C:11]2[C:17]1[CH:26]=[CH:25][C:24]2[C:19](=[CH:20][CH:21]=[C:22]([F:27])[CH:23]=2)[CH:18]=1)=[NH:7])C.[CH3:28][C:29]([CH3:36])([CH3:35])[CH2:30][C:31]([NH:33][NH2:34])=O.C(N(CC)CC)C. (2) Given the product [CH3:1][N:2]1[CH:6]=[C:5]([C:40]([NH:14][C:15]2[CH:20]=[C:19]([O:21][C:22]3[CH:27]=[N:26][C:25]([NH:28][C:29]([NH:31][C:32](=[O:37])[C:33]([CH3:34])([CH3:36])[CH3:35])=[O:30])=[CH:24][CH:23]=3)[CH:18]=[CH:17][N:16]=2)=[O:38])[CH:4]=[N:3]1, predict the reactants needed to synthesize it. The reactants are: [CH3:1][N:2]1[CH:6]=[CH:5][C:4](C(O)=O)=[N:3]1.S(Cl)(Cl)=O.[NH2:14][C:15]1[CH:20]=[C:19]([O:21][C:22]2[CH:23]=[CH:24][C:25]([NH:28][C:29]([NH:31][C:32](=[O:37])[C:33]([CH3:36])([CH3:35])[CH3:34])=[O:30])=[N:26][CH:27]=2)[CH:18]=[CH:17][N:16]=1.[OH2:38].N1C=CC=C[CH:40]=1. (3) Given the product [NH2:22][CH2:21][C:10]1[C:9]([C:3]2[CH:4]=[CH:5][C:6]([Cl:8])=[CH:7][C:2]=2[Cl:1])=[CH:14][N:13]2[C:15]([NH:18][C:9]([CH:3]3[CH2:4][CH2:5][O:24][CH2:7][CH2:2]3)=[O:23])=[CH:16][N:17]=[C:12]2[CH:11]=1, predict the reactants needed to synthesize it. The reactants are: [Cl:1][C:2]1[CH:7]=[C:6]([Cl:8])[CH:5]=[CH:4][C:3]=1[C:9]1[C:10]([C:21]#[N:22])=[CH:11][C:12]2[N:13]([C:15]([N+:18]([O-])=O)=[CH:16][N:17]=2)[CH:14]=1.[OH2:23].[OH2:24].[Sn](Cl)Cl.